From a dataset of hERG Central: cardiac toxicity at 1µM, 10µM, and general inhibition. Predict hERG channel inhibition at various concentrations. (1) The drug is CCCc1cc(C(=O)N2CCCC(N3CCN(c4ccc(F)cc4)CC3)C2)no1. Results: hERG_inhib (hERG inhibition (general)): blocker. (2) The compound is COc1ccc2oc(=O)c(C(=O)N3CCCc4ccccc43)cc2c1. Results: hERG_inhib (hERG inhibition (general)): blocker. (3) The molecule is CCCN1Cc2cccc(C(=O)NC(CC(=O)OCC)c3ccc(C)cc3)c2C1=O. Results: hERG_inhib (hERG inhibition (general)): blocker. (4) The compound is Cc1nn(C)c(C)c1S(=O)(=O)N(CC(=O)NCCCOC(C)C)c1ccc(C(C)C)cc1. Results: hERG_inhib (hERG inhibition (general)): blocker. (5) The drug is CCCN1CCC(N(CCc2ccccc2)Cc2ccccc2)CC1. Results: hERG_inhib (hERG inhibition (general)): blocker.